This data is from Reaction yield outcomes from USPTO patents with 853,638 reactions. The task is: Predict the reaction yield, written as a fraction of the theoretical maximum amount of product (1.0 means a 100% yield; for example, 0.34 means a 34% yield). (1) The reactants are C[CH:2]([OH:14])[CH2:3][O:4][CH2:5][CH2:5][O:4][CH2:3][CH2:2][O:14]CCO.[C:15]([O:19][C:20]([CH3:23])([CH3:22])[CH3:21])(=[O:18])[CH:16]=[CH2:17].[Na]. The catalyst is C1COCC1. The product is [C:20]([O:19][C:15](=[O:18])[CH2:16][CH2:17][O:14][CH2:2][CH2:3][O:4][CH3:5])([CH3:23])([CH3:22])[CH3:21]. The yield is 0.890. (2) The reactants are [F:1][C:2]1[CH:7]=[CH:6][C:5]([CH2:8][NH:9][C@H:10]2[C@@H:16]3[CH2:17][CH2:18][C@@H:12]([C@@H:13]4[C@H:15]3[CH2:14]4)[C@H:11]2[C:19](OC)=[O:20])=[CH:4][CH:3]=1.[CH3:23][S:24]([NH:27][C:28]1[CH:43]=[CH:42][C:31]2[NH:32][C:33]([CH2:38][C:39](O)=[O:40])=[N:34][S:35](=[O:37])(=[O:36])[C:30]=2[CH:29]=1)(=[O:26])=[O:25].CN1CCOCC1.Cl.CN(C)CCCN=C=NCC.C(N(CC)CC)C. The catalyst is CN(C)C=O.C(OCC)(=O)C. The product is [F:1][C:2]1[CH:3]=[CH:4][C:5]([CH2:8][N:9]2[C:39](=[O:40])[C:38]([C:33]3[NH:32][C:31]4[CH:42]=[CH:43][C:28]([NH:27][S:24]([CH3:23])(=[O:26])=[O:25])=[CH:29][C:30]=4[S:35](=[O:37])(=[O:36])[N:34]=3)=[C:19]([OH:20])[C@H:11]3[C@@H:10]2[C@@H:16]2[CH2:17][CH2:18][C@H:12]3[C@@H:13]3[C@H:15]2[CH2:14]3)=[CH:6][CH:7]=1. The yield is 0.800. (3) The reactants are [C:1]([O:5][C:6]([N:8]1[C@@H:12]([CH2:13][CH2:14][O:15][C:16]2[CH:21]=[CH:20][CH:19]=[CH:18][CH:17]=2)[CH2:11][O:10][C:9]1([CH3:23])[CH3:22])=[O:7])([CH3:4])([CH3:3])[CH3:2]. The catalyst is C(O)C.O=[Al]O[Al]=O.[Rh]. The product is [C:1]([O:5][C:6]([N:8]1[C@@H:12]([CH2:13][CH2:14][O:15][CH:16]2[CH2:17][CH2:18][CH2:19][CH2:20][CH2:21]2)[CH2:11][O:10][C:9]1([CH3:23])[CH3:22])=[O:7])([CH3:4])([CH3:2])[CH3:3]. The yield is 0.950. (4) The reactants are [CH2:1]([O:8][C:9]([CH:11]([CH2:19][CH2:20][C@H:21]([NH:29][C:30]([O:32][C:33]([CH3:36])([CH3:35])[CH3:34])=[O:31])[C:22]([O:24][C:25]([CH3:28])([CH3:27])[CH3:26])=[O:23])[C:12]([O:14][C:15]([CH3:18])([CH3:17])[CH3:16])=[O:13])=[O:10])[C:2]1[CH:7]=[CH:6][CH:5]=[CH:4][CH:3]=1.[H-].[Na+].[CH2:39]([O:46][C:47]1[CH:48]=[CH:49][C:50]([CH2:53]Br)=[N:51][CH:52]=1)[C:40]1[CH:45]=[CH:44][CH:43]=[CH:42][CH:41]=1. The catalyst is CN(C)C=O. The product is [CH2:39]([O:46][C:47]1[CH:48]=[CH:49][C:50]([CH2:53][C:11]([C:12]([O:14][C:15]([CH3:18])([CH3:17])[CH3:16])=[O:13])([C:9]([O:8][CH2:1][C:2]2[CH:3]=[CH:4][CH:5]=[CH:6][CH:7]=2)=[O:10])[CH2:19][CH2:20][C@H:21]([NH:29][C:30]([O:32][C:33]([CH3:36])([CH3:35])[CH3:34])=[O:31])[C:22]([O:24][C:25]([CH3:26])([CH3:27])[CH3:28])=[O:23])=[N:51][CH:52]=1)[C:40]1[CH:41]=[CH:42][CH:43]=[CH:44][CH:45]=1. The yield is 0.650. (5) The reactants are [F:1][C:2]1[CH:7]=[CH:6][C:5]([P:8](Cl)(Cl)=[O:9])=[CH:4][CH:3]=1.[CH:12]([Mg]Br)=[CH2:13].[Cl-].[NH4+].[CH2:18]1COC[CH2:19]1. No catalyst specified. The product is [F:1][C:2]1[CH:7]=[CH:6][C:5]([P:8](=[O:9])([CH:12]=[CH2:13])[CH:18]=[CH2:19])=[CH:4][CH:3]=1. The yield is 0.830. (6) The reactants are [NH2:1][C@@:2]([C@@H:6]1[CH2:15][CH2:14][C:13]2[C:8](=[CH:9][CH:10]=[C:11]([O:16][C@H:17]3[CH2:22][CH2:21][C@H:20]([C:23]([CH3:26])([CH3:25])[CH3:24])[CH2:19][CH2:18]3)[CH:12]=2)[CH2:7]1)([CH3:5])[CH2:3][OH:4].C(Cl)(Cl)Cl.C(=O)(O)[O-].[Na+].[C:36]([O:40][C:41](O[C:41]([O:40][C:36]([CH3:39])([CH3:38])[CH3:37])=[O:42])=[O:42])([CH3:39])([CH3:38])[CH3:37]. No catalyst specified. The product is [C:23]([C@H:20]1[CH2:19][CH2:18][C@H:17]([O:16][C:11]2[CH:12]=[C:13]3[C:8](=[CH:9][CH:10]=2)[CH2:7][C@H:6]([C@:2]([NH:1][C:41](=[O:42])[O:40][C:36]([CH3:39])([CH3:38])[CH3:37])([CH3:5])[CH2:3][OH:4])[CH2:15][CH2:14]3)[CH2:22][CH2:21]1)([CH3:26])([CH3:25])[CH3:24]. The yield is 1.00. (7) The reactants are [Br:1][C:2]1[CH:3]=[CH:4][C:5]([OH:11])=[C:6]([C:8](=[O:10])[CH3:9])[CH:7]=1.[F:12][C:13]1[CH:14]=[C:15]([CH:18]=[CH:19][CH:20]=1)[CH:16]=O. The catalyst is C(O)C.O. The product is [Br:1][C:2]1[CH:7]=[C:6]2[C:5](=[CH:4][CH:3]=1)[O:11][CH:16]([C:15]1[CH:18]=[CH:19][CH:20]=[C:13]([F:12])[CH:14]=1)[CH2:9][C:8]2=[O:10]. The yield is 0.370.